Dataset: Forward reaction prediction with 1.9M reactions from USPTO patents (1976-2016). Task: Predict the product of the given reaction. The product is: [NH2:20][C@H:7]1[C:8]2[C:13](=[CH:12][CH:11]=[C:10]([O:14][CH:15]3[CH2:19][CH2:18][O:17][CH2:16]3)[CH:9]=2)[N:4]([C:1](=[O:3])[CH3:2])[C@@H:5]([CH3:32])[C@@H:6]1[CH3:31]. Given the reactants [C:1]([N:4]1[C:13]2[C:8](=[CH:9][C:10]([O:14][CH:15]3[CH2:19][CH2:18][O:17][CH2:16]3)=[CH:11][CH:12]=2)[C@H:7]([NH:20]C(=O)OCC2C=CC=CC=2)[C@@H:6]([CH3:31])[C@@H:5]1[CH3:32])(=[O:3])[CH3:2], predict the reaction product.